Task: Predict the reaction yield, written as a fraction of the theoretical maximum amount of product (1.0 means a 100% yield; for example, 0.34 means a 34% yield).. Dataset: Reaction yield outcomes from USPTO patents with 853,638 reactions (1) The product is [Si:33]([O:27][C@@H:25]([CH3:26])[C@@H:11]([NH:10][C:4]1[CH:5]=[CH:6][C:7]([C:8]#[N:9])=[C:2]([Cl:1])[C:3]=1[CH3:28])[C:12]([NH:14][NH:15][C:16](=[O:24])[C:17]1[CH:22]=[CH:21][C:20]([F:23])=[CH:19][CH:18]=1)=[O:13])([C:30]([CH3:32])([CH3:31])[CH3:29])([CH3:35])[CH3:34]. No catalyst specified. The yield is 0.500. The reactants are [Cl:1][C:2]1[C:3]([CH3:28])=[C:4]([NH:10][C@H:11]([C@@H:25]([OH:27])[CH3:26])[C:12]([NH:14][NH:15][C:16](=[O:24])[C:17]2[CH:22]=[CH:21][C:20]([F:23])=[CH:19][CH:18]=2)=[O:13])[CH:5]=[CH:6][C:7]=1[C:8]#[N:9].[CH3:29][C:30]([Si:33](Cl)([CH3:35])[CH3:34])([CH3:32])[CH3:31].N1C=CN=C1. (2) The reactants are [CH3:1][O:2][C:3]1[CH:4]=[C:5]2[C:10](=[CH:11][C:12]=1[O:13][CH3:14])[N:9]=[CH:8][N:7]=[C:6]2[N:15]1[CH2:20][CH2:19][N:18]([C:21]([NH:23][C:24]2[CH:29]=[CH:28][C:27]([C:30]([O:32]CC)=[O:31])=[CH:26][CH:25]=2)=[O:22])[CH2:17][CH2:16]1.O.[OH-].[Li+].O. The catalyst is O1CCOCC1. The product is [C:30]([C:27]1[CH:28]=[CH:29][C:24]([NH:23][C:21]([N:18]2[CH2:19][CH2:20][N:15]([C:6]3[C:5]4[C:10](=[CH:11][C:12]([O:13][CH3:14])=[C:3]([O:2][CH3:1])[CH:4]=4)[N:9]=[CH:8][N:7]=3)[CH2:16][CH2:17]2)=[O:22])=[CH:25][CH:26]=1)([OH:32])=[O:31]. The yield is 1.00. (3) The reactants are [CH3:1][S:2]([NH2:5])(=[O:4])=[O:3].CC(C)(C)C(OI(OC(=O)C(C)(C)C)C1C=CC=CC=1)=O.[Cl:27][C:28]1[CH:29]=[C:30]([CH:43]=[CH:44][C:45]=1[Cl:46])[CH2:31][O:32][C:33]1[CH:40]=[CH:39][C:36]([CH:37]=[O:38])=[C:35]([O:41][CH3:42])[CH:34]=1.ClCCCl. The catalyst is C(OC(C)C)(=O)C. The product is [Cl:27][C:28]1[CH:29]=[C:30]([CH:43]=[CH:44][C:45]=1[Cl:46])[CH2:31][O:32][C:33]1[CH:40]=[CH:39][C:36]([C:37]([NH:5][S:2]([CH3:1])(=[O:4])=[O:3])=[O:38])=[C:35]([O:41][CH3:42])[CH:34]=1. The yield is 0.410. (4) The reactants are C1(C2CCCCCCCC2)BCCCCCCC1.[CH2:19]([C:23]1[N:24]=[C:25]([C:29]2[CH:34]=[CH:33][CH:32]=[CH:31][CH:30]=2)[O:26][C:27]=1[CH3:28])[CH2:20][CH:21]=[CH2:22].[CH2:35]([O:37][C:38]([C:40]1([CH2:45][C:46]2[CH:47]=[N:48][C:49](Br)=[CH:50][CH:51]=2)[CH2:44][CH2:43][CH2:42][O:41]1)=[O:39])[CH3:36].C(=O)([O-])[O-].[Cs+].[Cs+].C1([As](C2C=CC=CC=2)C2C=CC=CC=2)C=CC=CC=1. The catalyst is O1CCCC1.CN(C)C=O.O.C1(P([C-]2C=CC=C2)C2C=CC=CC=2)C=CC=CC=1.[C-]1(P(C2C=CC=CC=2)C2C=CC=CC=2)C=CC=C1.[Fe+2].[Pd](Cl)Cl. The product is [CH2:35]([O:37][C:38]([C:40]1([CH2:45][C:46]2[CH:47]=[N:48][C:49]([CH2:22][CH2:21][CH2:20][CH2:19][C:23]3[N:24]=[C:25]([C:29]4[CH:30]=[CH:31][CH:32]=[CH:33][CH:34]=4)[O:26][C:27]=3[CH3:28])=[CH:50][CH:51]=2)[CH2:44][CH2:43][CH2:42][O:41]1)=[O:39])[CH3:36]. The yield is 0.600. (5) The reactants are [CH3:1][C:2]1[C:3]([C:28]2[CH:33]=[CH:32][C:31]([O:34][CH3:35])=[CH:30][CH:29]=2)=[C:4]([O:14][C:15]2[CH:20]=[CH:19][C:18](/[CH:21]=[CH:22]/[C:23]([O:25]CC)=[O:24])=[CH:17][CH:16]=2)[C:5]2[C:10]([CH:11]=1)=[CH:9][C:8]([O:12][CH3:13])=[CH:7][CH:6]=2.[OH-].[Na+]. The catalyst is C1COCC1.CCO. The product is [CH3:1][C:2]1[C:3]([C:28]2[CH:29]=[CH:30][C:31]([O:34][CH3:35])=[CH:32][CH:33]=2)=[C:4]([O:14][C:15]2[CH:16]=[CH:17][C:18](/[CH:21]=[CH:22]/[C:23]([OH:25])=[O:24])=[CH:19][CH:20]=2)[C:5]2[C:10]([CH:11]=1)=[CH:9][C:8]([O:12][CH3:13])=[CH:7][CH:6]=2. The yield is 0.850. (6) The reactants are [C:1]([N:5]1[C:9]([Cl:10])=[C:8]([CH:11]=[O:12])[C:7]([C:13]([F:16])([F:15])[F:14])=[N:6]1)([CH3:4])([CH3:3])[CH3:2].[BH4-].[Na+].O. The catalyst is CO. The product is [C:1]([N:5]1[C:9]([Cl:10])=[C:8]([CH2:11][OH:12])[C:7]([C:13]([F:14])([F:16])[F:15])=[N:6]1)([CH3:4])([CH3:2])[CH3:3]. The yield is 0.936. (7) The reactants are [NH2:1][C:2]1[CH:7]=[CH:6][C:5]([C:8]2[C:9]([NH2:24])=[N:10][C:11]([NH2:23])=[N:12][C:13]=2[CH2:14][O:15][CH2:16][CH2:17][O:18][CH2:19][CH2:20][CH2:21][CH3:22])=[CH:4][CH:3]=1.[Cl:25][C:26]1[CH:33]=[CH:32][C:29]([CH:30]=O)=[CH:28][CH:27]=1.C(O)(=O)C.[BH3-]C#N.[Na+]. The catalyst is CO. The product is [CH2:19]([O:18][CH2:17][CH2:16][O:15][CH2:14][C:13]1[N:12]=[C:11]([NH2:23])[N:10]=[C:9]([NH2:24])[C:8]=1[C:5]1[CH:6]=[CH:7][C:2]([NH:1][CH2:30][C:29]2[CH:32]=[CH:33][C:26]([Cl:25])=[CH:27][CH:28]=2)=[CH:3][CH:4]=1)[CH2:20][CH2:21][CH3:22]. The yield is 0.0600.